Dataset: Reaction yield outcomes from USPTO patents with 853,638 reactions. Task: Predict the reaction yield, written as a fraction of the theoretical maximum amount of product (1.0 means a 100% yield; for example, 0.34 means a 34% yield). The reactants are [Cl:1][C:2]1[CH:3]=[C:4]([C:8]2[N:13]=[C:12]3[CH2:14][CH2:15][CH2:16][C:11]3=[C:10]([CH2:17][C:18]3[CH:23]=[CH:22][C:21]([CH2:24][C:25]([O:27]C)=O)=[CH:20][CH:19]=3)[CH:9]=2)[CH:5]=[CH:6][CH:7]=1.[Cl-].[NH4+:30].N. The catalyst is CO. The product is [Cl:1][C:2]1[CH:3]=[C:4]([C:8]2[N:13]=[C:12]3[CH2:14][CH2:15][CH2:16][C:11]3=[C:10]([CH2:17][C:18]3[CH:23]=[CH:22][C:21]([CH2:24][C:25]([NH2:30])=[O:27])=[CH:20][CH:19]=3)[CH:9]=2)[CH:5]=[CH:6][CH:7]=1. The yield is 0.790.